This data is from Forward reaction prediction with 1.9M reactions from USPTO patents (1976-2016). The task is: Predict the product of the given reaction. (1) Given the reactants [Cl:1][C:2]1[CH:3]=[CH:4][C:5]([OH:11])=[C:6]([C:8](=O)[CH3:9])[CH:7]=1.C(=O)([O-])[O-].[K+].[K+].[I-].[Na+].Cl[CH2:21][C:22]([N:24]([O:26][CH3:27])[CH3:25])=[O:23].N12CCCN=C1CCCCC2.Cl, predict the reaction product. The product is: [Cl:1][C:2]1[CH:3]=[CH:4][C:5]2[O:11][C:21]([C:22]([N:24]([O:26][CH3:27])[CH3:25])=[O:23])=[C:8]([CH3:9])[C:6]=2[CH:7]=1. (2) Given the reactants C(OC([N:8]1[C:13]2[CH:14]=[C:15]([Cl:23])[C:16]([C:18]3[CH:22]=[CH:21][S:20][CH:19]=3)=[CH:17][C:12]=2[O:11][CH:10]([C:24]([N:26]2[CH2:31][CH2:30][C:29]([C:40]#[N:41])([CH2:32][C:33]3[CH:38]=[CH:37][C:36]([F:39])=[CH:35][CH:34]=3)[CH2:28][CH2:27]2)=[O:25])[CH2:9]1)=O)(C)(C)C.C(O)(C(F)(F)F)=O.[OH-].[Na+], predict the reaction product. The product is: [Cl:23][C:15]1[C:16]([C:18]2[CH:22]=[CH:21][S:20][CH:19]=2)=[CH:17][C:12]2[O:11][CH:10]([C:24]([N:26]3[CH2:31][CH2:30][C:29]([CH2:32][C:33]4[CH:38]=[CH:37][C:36]([F:39])=[CH:35][CH:34]=4)([C:40]#[N:41])[CH2:28][CH2:27]3)=[O:25])[CH2:9][NH:8][C:13]=2[CH:14]=1.